The task is: Predict the reactants needed to synthesize the given product.. This data is from Full USPTO retrosynthesis dataset with 1.9M reactions from patents (1976-2016). The reactants are: Cl[C:2]1C(Cl)=C(O)C(C#N)=C(C#N)[C:3]=1O.[F:15][C:16]1[C:24]([N+:25]([O-:27])=[O:26])=[CH:23][CH:22]=[C:21]2[C:17]=1[CH2:18][CH2:19][NH:20]2. Given the product [CH2:2]([N:20]1[C:21]2[C:17](=[C:16]([F:15])[C:24]([N+:25]([O-:27])=[O:26])=[CH:23][CH:22]=2)[CH:18]=[CH:19]1)[CH3:3], predict the reactants needed to synthesize it.